From a dataset of Full USPTO retrosynthesis dataset with 1.9M reactions from patents (1976-2016). Predict the reactants needed to synthesize the given product. (1) Given the product [CH3:21][N:2]([CH3:1])[CH2:3][CH2:4][CH2:5][O:6][C:7]([N:9]1[C:15]2[CH:16]=[CH:17][C:18]([NH:20][C:34]3[N:33]=[C:32]([NH:31][C:30]4[CH:29]=[CH:28][S:27][C:26]=4[C:24](=[O:25])[NH:23][CH3:22])[C:37]([Cl:38])=[CH:36][N:35]=3)=[CH:19][C:14]=2[O:13][CH2:12][CH2:11][CH2:10]1)=[O:8], predict the reactants needed to synthesize it. The reactants are: [CH3:1][N:2]([CH3:21])[CH2:3][CH2:4][CH2:5][O:6][C:7]([N:9]1[C:15]2[CH:16]=[CH:17][C:18]([NH2:20])=[CH:19][C:14]=2[O:13][CH2:12][CH2:11][CH2:10]1)=[O:8].[CH3:22][NH:23][C:24]([C:26]1[S:27][CH:28]=[CH:29][C:30]=1[NH:31][C:32]1[C:37]([Cl:38])=[CH:36][N:35]=[C:34](Cl)[N:33]=1)=[O:25]. (2) The reactants are: [NH2:1][C:2]1[N:7]=[C:6]([Cl:8])[C:5]([CH:9]=[O:10])=[C:4](Cl)[N:3]=1.CCN(C(C)C)C(C)C.[CH3:21][C@H:22]1[CH2:27][N:26]([C:28]([O:30][C:31]([CH3:34])([CH3:33])[CH3:32])=[O:29])[CH2:25][CH2:24][NH:23]1. Given the product [NH2:1][C:2]1[N:3]=[C:4]([N:23]2[CH2:24][CH2:25][N:26]([C:28]([O:30][C:31]([CH3:34])([CH3:33])[CH3:32])=[O:29])[CH2:27][C@@H:22]2[CH3:21])[C:5]([CH:9]=[O:10])=[C:6]([Cl:8])[N:7]=1, predict the reactants needed to synthesize it.